Dataset: Catalyst prediction with 721,799 reactions and 888 catalyst types from USPTO. Task: Predict which catalyst facilitates the given reaction. (1) Reactant: Br[C:2]1[CH:3]=[CH:4][C:5]([C:8]2[CH:15]=[CH:14][C:11]([CH:12]=[O:13])=[CH:10][CH:9]=2)=[N:6][CH:7]=1.[CH3:16]CO.[O:19]1[CH2:24][CH2:23][O:22][CH2:21][CH2:20]1. Product: [CH:12]([C:11]1[CH:14]=[CH:15][C:8]([C:5]2[N:6]=[CH:7][C:2]([C:23]3[O:22][C:21]([CH:20]=[O:19])=[CH:16][CH:24]=3)=[CH:3][CH:4]=2)=[CH:9][CH:10]=1)=[O:13]. The catalyst class is: 6. (2) Reactant: [N:1]1([C:6]2[CH:7]=[C:8]([C:19]3[S:20][C:21]([C:25]([O-:27])=[O:26])=[C:22]([CH3:24])[N:23]=3)[CH:9]=[CH:10][C:11]=2[O:12][C:13]2[CH:18]=[CH:17][CH:16]=[CH:15][CH:14]=2)[CH:5]=[CH:4][N:3]=[CH:2]1.O1CCCC1.CO.[OH-].[Na+].Cl. Product: [N:1]1([C:6]2[CH:7]=[C:8]([C:19]3[S:20][C:21]([C:25]([OH:27])=[O:26])=[C:22]([CH3:24])[N:23]=3)[CH:9]=[CH:10][C:11]=2[O:12][C:13]2[CH:14]=[CH:15][CH:16]=[CH:17][CH:18]=2)[CH:5]=[CH:4][N:3]=[CH:2]1. The catalyst class is: 6. (3) Reactant: Cl.CC1(C)CO[C:6]2([CH2:13][CH2:12][CH:11]([O:14][C:15]3[CH:22]=[CH:21][C:18]([C:19]#[N:20])=[CH:17][N:16]=3)[CH2:10][CH2:9]2)[O:5]C1. Product: [O:5]=[C:6]1[CH2:13][CH2:12][CH:11]([O:14][C:15]2[CH:22]=[CH:21][C:18]([C:19]#[N:20])=[CH:17][N:16]=2)[CH2:10][CH2:9]1. The catalyst class is: 21. (4) Product: [O:17]([C:24]1[CH:25]=[CH:26][C:27]([CH2:28][O:1][CH2:2][C:3]2[CH:4]=[CH:5][C:6]([C:9]3[S:13](=[O:15])(=[O:14])[NH:12][C:11](=[O:16])[CH:10]=3)=[CH:7][CH:8]=2)=[CH:30][CH:31]=1)[C:18]1[CH:19]=[CH:20][CH:21]=[CH:22][CH:23]=1. The catalyst class is: 89. Reactant: [OH:1][CH2:2][C:3]1[CH:8]=[CH:7][C:6]([C:9]2[S:13](=[O:15])(=[O:14])[NH:12][C:11](=[O:16])[CH:10]=2)=[CH:5][CH:4]=1.[O:17]([C:24]1[CH:31]=[CH:30][C:27]([CH:28]=O)=[CH:26][CH:25]=1)[C:18]1[CH:23]=[CH:22][CH:21]=[CH:20][CH:19]=1.C([SiH](CC)CC)C.